This data is from Forward reaction prediction with 1.9M reactions from USPTO patents (1976-2016). The task is: Predict the product of the given reaction. (1) Given the reactants S(Cl)(Cl)=O.[NH2:5][C@H:6]1[CH2:11][CH2:10][CH2:9][CH2:8][C@H:7]1[C:12]([OH:14])=[O:13].[CH3:15]O, predict the reaction product. The product is: [CH3:15][O:13][C:12]([C@@H:7]1[CH2:8][CH2:9][CH2:10][CH2:11][C@@H:6]1[NH2:5])=[O:14]. (2) Given the reactants [OH:1][C:2]1[C:9]([O:10]C)=[CH:8][C:5]([C:6]#[N:7])=[C:4](/[CH:12]=[CH:13]/[C:14]2[CH:19]=[CH:18][C:17]([C:20]([F:23])([F:22])[F:21])=[CH:16][CH:15]=2)[C:3]=1[C:24]#[N:25].BrC1C(C#N)=C(O)C(OC)=CC=1C#N.FC(F)(F)C1C=CC(/C=C/B(O)O)=CC=1, predict the reaction product. The product is: [OH:1][C:2]1[C:9]([OH:10])=[CH:8][C:5]([C:6]#[N:7])=[C:4](/[CH:12]=[CH:13]/[C:14]2[CH:19]=[CH:18][C:17]([C:20]([F:21])([F:22])[F:23])=[CH:16][CH:15]=2)[C:3]=1[C:24]#[N:25]. (3) Given the reactants [CH3:1][C:2]1[CH:7]=[CH:6][N:5]2[C:8]([C:11]3[CH:12]=[C:13]([OH:17])[CH:14]=[CH:15][CH:16]=3)=[CH:9][N:10]=[C:4]2[N:3]=1.N1C=CC=CC=1.[F:24][C:25]([F:38])([F:37])[S:26](O[S:26]([C:25]([F:38])([F:37])[F:24])(=[O:28])=[O:27])(=[O:28])=[O:27], predict the reaction product. The product is: [CH3:1][C:2]1[CH:7]=[CH:6][N:5]2[C:8]([C:11]3[CH:12]=[C:13]([O:17][S:26]([C:25]([F:38])([F:37])[F:24])(=[O:28])=[O:27])[CH:14]=[CH:15][CH:16]=3)=[CH:9][N:10]=[C:4]2[N:3]=1. (4) Given the reactants [Si:1]([O:8][CH2:9][C:10]1([CH3:38])[S:16][CH2:15][CH2:14][N:13]2[C:17]([C:20]3([C:23]4[CH:28]=[CH:27][C:26](B5OC(C)(C)C(C)(C)O5)=[CH:25][CH:24]=4)[CH2:22][CH2:21]3)=[N:18][N:19]=[C:12]2[CH2:11]1)([C:4]([CH3:7])([CH3:6])[CH3:5])([CH3:3])[CH3:2].Br[C:40]1[CH:41]=[CH:42][C:43](=[O:47])[N:44]([CH3:46])[CH:45]=1.C(=O)([O-])[O-].[K+].[K+].C(=O)([O-])O.[Na+], predict the reaction product. The product is: [Si:1]([O:8][CH2:9][C:10]1([CH3:38])[S:16][CH2:15][CH2:14][N:13]2[C:17]([C:20]3([C:23]4[CH:28]=[CH:27][C:26]([C:40]5[CH:41]=[CH:42][C:43](=[O:47])[N:44]([CH3:46])[CH:45]=5)=[CH:25][CH:24]=4)[CH2:21][CH2:22]3)=[N:18][N:19]=[C:12]2[CH2:11]1)([C:4]([CH3:7])([CH3:6])[CH3:5])([CH3:3])[CH3:2]. (5) Given the reactants C(O[C:5]1[CH:6]=[C:7]([CH:31]=[CH:32][CH:33]=1)[O:8][C:9]1[CH:10]=[C:11]2[C:15](=[CH:16][CH:17]=1)[N:14]([C:18]1[CH:23]=[CH:22][C:21]([O:24][CH:25]([CH3:27])[CH3:26])=[CH:20][CH:19]=1)[C:13]([C:28]([OH:30])=[O:29])=[CH:12]2)(C)C.C(OC(C1N(C2C=CC(OC(C)C)=CC=2)C2C(C=1)=CC(O)=CC=2)=O)C.[Cl:59]C1C=C(B(O)O)C=CC=1, predict the reaction product. The product is: [Cl:59][C:5]1[CH:6]=[C:7]([CH:31]=[CH:32][CH:33]=1)[O:8][C:9]1[CH:10]=[C:11]2[C:15](=[CH:16][CH:17]=1)[N:14]([C:18]1[CH:23]=[CH:22][C:21]([O:24][CH:25]([CH3:27])[CH3:26])=[CH:20][CH:19]=1)[C:13]([C:28]([OH:30])=[O:29])=[CH:12]2. (6) Given the reactants [F:1][C:2]1[CH:7]=[CH:6][CH:5]=[C:4]([F:8])[C:3]=1[C:9]1[CH:10]=[C:11]2[C:15](=[CH:16][CH:17]=1)[NH:14][CH:13]=[C:12]2[C:18]1[CH:23]=[C:22]([O:24]C)[N:21]=[C:20]([N:26]2[CH2:31][CH2:30][CH:29]([NH:32]C(=O)OC(C)(C)C)[CH2:28][CH2:27]2)[N:19]=1, predict the reaction product. The product is: [NH2:32][CH:29]1[CH2:28][CH2:27][N:26]([C:20]2[NH:21][C:22](=[O:24])[CH:23]=[C:18]([C:12]3[C:11]4[C:15](=[CH:16][CH:17]=[C:9]([C:3]5[C:4]([F:8])=[CH:5][CH:6]=[CH:7][C:2]=5[F:1])[CH:10]=4)[NH:14][CH:13]=3)[N:19]=2)[CH2:31][CH2:30]1. (7) Given the reactants [F:1][C:2]1[CH:7]=[CH:6][C:5]([C@@H:8]([O:45][Si](C)(C)C(C)(C)C)[CH2:9][S:10][C@@H:11]2[C@@H:14]([C:15]3[CH:20]=[CH:19][C:18]([O:21][Si](C)(C)C(C)(C)C)=[CH:17][CH:16]=3)[N:13]([C:29]3[CH:34]=[CH:33][C:32](B4OC(C)(C)C(C)(C)O4)=[CH:31][CH:30]=3)[C:12]2=[O:44])=[CH:4][CH:3]=1.Br[C:54]1[CH:59]=[CH:58][C:57]([C:60]([F:63])([F:62])[F:61])=[CH:56][N:55]=1.C(=O)([O-])[O-].[K+].[K+].Cl.O1CCOCC1, predict the reaction product. The product is: [F:1][C:2]1[CH:3]=[CH:4][C:5]([C@@H:8]([OH:45])[CH2:9][S:10][C@@H:11]2[C@@H:14]([C:15]3[CH:20]=[CH:19][C:18]([OH:21])=[CH:17][CH:16]=3)[N:13]([C:29]3[CH:34]=[CH:33][C:32]([C:54]4[CH:59]=[CH:58][C:57]([C:60]([F:63])([F:62])[F:61])=[CH:56][N:55]=4)=[CH:31][CH:30]=3)[C:12]2=[O:44])=[CH:6][CH:7]=1. (8) Given the reactants [CH3:1][S-:2].[Na+].Br[CH:5]1[C:10](=[O:11])[CH2:9][CH2:8][N:7]([C:12]([O:14][C:15]([CH3:18])([CH3:17])[CH3:16])=[O:13])[CH2:6]1, predict the reaction product. The product is: [CH3:1][S:2][CH:5]1[C:10](=[O:11])[CH2:9][CH2:8][N:7]([C:12]([O:14][C:15]([CH3:18])([CH3:17])[CH3:16])=[O:13])[CH2:6]1. (9) Given the reactants Cl[C:2]1[CH:7]=[C:6]([NH2:8])[CH:5]=[CH:4][N:3]=1.O1CCN([C:15]2[N:20]=[C:19](N)[CH:18]=[CH:17]C=2)CC1.N1CCCC1.N1CCOCC1, predict the reaction product. The product is: [N:20]1([C:2]2[CH:7]=[C:6]([NH2:8])[CH:5]=[CH:4][N:3]=2)[CH2:19][CH2:18][CH2:17][CH2:15]1. (10) Given the reactants C(O)(=O)C.C([O-])(=O)C.[Na+].[P:10]([O:47]C(C)(C)C)([O:42]C(C)(C)C)([O:12][CH2:13][N:14]([C:32]([C:34]1[C:39]([F:40])=[CH:38][CH:37]=[CH:36][C:35]=1[F:41])=[O:33])[C:15]1[CH:16]=[N:17][N:18]([CH2:20][C:21]2[C:26]([C:27]([F:30])([F:29])[F:28])=[CH:25][CH:24]=[CH:23][C:22]=2[F:31])[CH:19]=1)=[O:11].[OH-].[Na+], predict the reaction product. The product is: [P:10]([OH:47])([OH:42])([O:12][CH2:13][N:14]([C:32]([C:34]1[C:39]([F:40])=[CH:38][CH:37]=[CH:36][C:35]=1[F:41])=[O:33])[C:15]1[CH:16]=[N:17][N:18]([CH2:20][C:21]2[C:26]([C:27]([F:30])([F:28])[F:29])=[CH:25][CH:24]=[CH:23][C:22]=2[F:31])[CH:19]=1)=[O:11].